Dataset: Reaction yield outcomes from USPTO patents with 853,638 reactions. Task: Predict the reaction yield, written as a fraction of the theoretical maximum amount of product (1.0 means a 100% yield; for example, 0.34 means a 34% yield). (1) The reactants are Br[C:2]1[CH:7]=[CH:6][C:5]([Br:8])=[CH:4][N:3]=1.[N:9]1[CH:14]=[CH:13][C:12](B(O)O)=[CH:11][CH:10]=1.C1(C)C=CC=CC=1.C(=O)([O-])[O-].[K+].[K+]. The catalyst is C1C=CC([P]([Pd]([P](C2C=CC=CC=2)(C2C=CC=CC=2)C2C=CC=CC=2)([P](C2C=CC=CC=2)(C2C=CC=CC=2)C2C=CC=CC=2)[P](C2C=CC=CC=2)(C2C=CC=CC=2)C2C=CC=CC=2)(C2C=CC=CC=2)C2C=CC=CC=2)=CC=1.O.C(Cl)(Cl)Cl.C(O)C. The product is [Br:8][C:5]1[CH:6]=[CH:7][C:2]([C:12]2[CH:13]=[CH:14][N:9]=[CH:10][CH:11]=2)=[N:3][CH:4]=1. The yield is 0.690. (2) The reactants are Cl[CH2:2][C:3]([N:5]1[CH2:10][CH2:9][N:8]([C:11]([O:13][C:14]([CH3:17])([CH3:16])[CH3:15])=[O:12])[CH2:7][CH2:6]1)=[O:4].[I-:18].[Na+]. The catalyst is CC(C)=O. The product is [I:18][CH2:2][C:3]([N:5]1[CH2:10][CH2:9][N:8]([C:11]([O:13][C:14]([CH3:17])([CH3:16])[CH3:15])=[O:12])[CH2:7][CH2:6]1)=[O:4]. The yield is 0.844. (3) The reactants are [CH:1]1[C:10]2[C:5](=[CH:6][CH:7]=[CH:8][CH:9]=2)[CH:4]=[C:3]([C:11]([OH:13])=O)[N:2]=1.CN(C(ON1N=NC2C=CC=CC1=2)=[N+](C)C)C.F[P-](F)(F)(F)(F)F.CCN(C(C)C)C(C)C.[CH3:47][O:48][C:49]([C:51]1[C:59]2[N:58]=[C:57]([NH2:60])[NH:56][C:55]=2[C:54]([O:61][CH3:62])=[CH:53][CH:52]=1)=[O:50]. The catalyst is CN(C=O)C.[Cl-].[Na+].O. The product is [CH3:47][O:48][C:49]([C:51]1[C:59]2[NH:58][C:57]([NH:60][C:11]([C:3]3[N:2]=[CH:1][C:10]4[C:5]([CH:4]=3)=[CH:6][CH:7]=[CH:8][CH:9]=4)=[O:13])=[N:56][C:55]=2[C:54]([O:61][CH3:62])=[CH:53][CH:52]=1)=[O:50]. The yield is 0.370. (4) The reactants are [F:1][C:2]([F:14])([F:13])[C:3]([NH:5][CH2:6][C:7]1[CH:12]=[N:11][CH:10]=[CH:9][N:8]=1)=O.O=P12OP3(OP(OP(O3)(O1)=O)(=O)O2)=O. The catalyst is P(Cl)(Cl)(Cl)=O. The product is [F:1][C:2]([F:14])([F:13])[C:3]1[N:8]2[CH:9]=[CH:10][N:11]=[CH:12][C:7]2=[CH:6][N:5]=1. The yield is 0.650.